From a dataset of Catalyst prediction with 721,799 reactions and 888 catalyst types from USPTO. Predict which catalyst facilitates the given reaction. (1) Reactant: [NH2:1][C:2]1[C:7]([N+:8]([O-:10])=[O:9])=[CH:6][CH:5]=[CH:4][C:3]=1[OH:11].[CH2:12](Br)[C:13]1[CH:18]=[CH:17][CH:16]=[CH:15][CH:14]=1.C([O-])([O-])=O.[K+].[K+]. Product: [CH2:12]([O:11][C:3]1[CH:4]=[CH:5][CH:6]=[C:7]([N+:8]([O-:10])=[O:9])[C:2]=1[NH2:1])[C:13]1[CH:18]=[CH:17][CH:16]=[CH:15][CH:14]=1. The catalyst class is: 18. (2) Reactant: [CH2:1]([N:8]1[C:16]2[C:11](=[CH:12][C:13]([N+:18]([O-])=O)=[CH:14][C:15]=2[CH3:17])[CH:10]=[CH:9]1)[C:2]1[CH:7]=[CH:6][CH:5]=[CH:4][CH:3]=1.[Cl-].[NH4+].C(O)C. Product: [CH2:1]([N:8]1[C:16]2[C:11](=[CH:12][C:13]([NH2:18])=[CH:14][C:15]=2[CH3:17])[CH:10]=[CH:9]1)[C:2]1[CH:3]=[CH:4][CH:5]=[CH:6][CH:7]=1. The catalyst class is: 150. (3) Reactant: [Br:1]Br.[CH3:3][O:4][C:5]1[CH:10]=[CH:9][CH:8]=[CH:7][C:6]=1[C:11]1[CH:22]=[C:21]2[C:17]([CH:18]=[CH:19][N:20]2[CH3:23])=[C:16]2[C:12]=1[C:13](=[O:25])[NH:14][C:15]2=[O:24].S([O-])([O-])(=O)=S.[Na+].[Na+]. Product: [Br:1][C:18]1[C:17]2[C:21](=[CH:22][C:11]([C:6]3[CH:7]=[CH:8][CH:9]=[CH:10][C:5]=3[O:4][CH3:3])=[C:12]3[C:16]=2[C:15](=[O:24])[NH:14][C:13]3=[O:25])[N:20]([CH3:23])[CH:19]=1. The catalyst class is: 789. (4) The catalyst class is: 6. Product: [OH:27][C:24]1[CH:25]=[C:26]2[C:21]([CH:20]=[CH:19][CH:18]=[C:17]2[NH:16][C:9](=[O:10])[O:11][C:12]([CH3:13])([CH3:14])[CH3:15])=[CH:22][CH:23]=1. Reactant: [C:9](O[C:9]([O:11][C:12]([CH3:15])([CH3:14])[CH3:13])=[O:10])([O:11][C:12]([CH3:15])([CH3:14])[CH3:13])=[O:10].[NH2:16][C:17]1[C:26]2[C:21](=[CH:22][CH:23]=[C:24]([OH:27])[CH:25]=2)[CH:20]=[CH:19][CH:18]=1.C(N(CC)CC)C.O1CCOCC1. (5) Reactant: Cl.O1CCOCC1.[F:8][C:9]1[CH:14]=[CH:13][C:12]([F:15])=[CH:11][C:10]=1[S:16]([NH:19][C:20]1[C:21]([F:52])=[C:22]([C:26]2[N:27]=[C:28]([C:48]([CH3:51])([CH3:50])[CH3:49])[S:29][C:30]=2[C:31]2[CH:36]=[CH:35][N:34]=[C:33]([NH:37][CH2:38][CH2:39][NH:40]C(=O)OC(C)(C)C)[N:32]=2)[CH:23]=[CH:24][CH:25]=1)(=[O:18])=[O:17].CO. Product: [NH2:40][CH2:39][CH2:38][NH:37][C:33]1[N:32]=[C:31]([C:30]2[S:29][C:28]([C:48]([CH3:51])([CH3:49])[CH3:50])=[N:27][C:26]=2[C:22]2[C:21]([F:52])=[C:20]([NH:19][S:16]([C:10]3[CH:11]=[C:12]([F:15])[CH:13]=[CH:14][C:9]=3[F:8])(=[O:17])=[O:18])[CH:25]=[CH:24][CH:23]=2)[CH:36]=[CH:35][N:34]=1. The catalyst class is: 2. (6) Reactant: [CH3:1][N:2]([CH2:13][C:14]1[N:18]([CH2:19][C@H:20]2[CH2:25][CH2:24][CH2:23][NH:22][CH2:21]2)[C:17]2[CH:26]=[CH:27][CH:28]=[CH:29][C:16]=2[N:15]=1)[C@@H:3]1[C:12]2[N:11]=[CH:10][CH:9]=[CH:8][C:7]=2[CH2:6][CH2:5][CH2:4]1.[CH:30]1[CH:35]=[CH:34][C:33]([O:36][C:37](OC2C=CC=CC=2)=[N:38][C:39]#[N:40])=[CH:32][CH:31]=1. Product: [C:39]([N:38]=[C:37]([N:22]1[CH2:23][CH2:24][CH2:25][C@H:20]([CH2:19][N:18]2[C:17]3[CH:26]=[CH:27][CH:28]=[CH:29][C:16]=3[N:15]=[C:14]2[CH2:13][N:2]([CH3:1])[C@@H:3]2[C:12]3[N:11]=[CH:10][CH:9]=[CH:8][C:7]=3[CH2:6][CH2:5][CH2:4]2)[CH2:21]1)[O:36][C:33]1[CH:34]=[CH:35][CH:30]=[CH:31][CH:32]=1)#[N:40]. The catalyst class is: 32. (7) Reactant: [OH:1][C:2]1[C:7]([O:8][CH3:9])=[CH:6][C:5]([CH3:10])=[CH:4][C:3]=1[C:11]1[C:20]2[C:15](=[CH:16][CH:17]=[CH:18][CH:19]=2)[CH:14]=[CH:13][C:12]=1[OH:21].N1C=CC=CC=1.[CH:28]1[C:41]2[C:32](=[CH:33][C:34]3[C:39]([C:40]=2[O:42][P:43](Cl)Cl)=[CH:38][CH:37]=[CH:36][CH:35]=3)[CH:31]=[CH:30][CH:29]=1. Product: [CH:38]1[C:39]2[C:34](=[CH:33][C:32]3[C:41]([C:40]=2[O:42][P:43]2[O:1][C:2]4[C:7]([O:8][CH3:9])=[CH:6][C:5]([CH3:10])=[CH:4][C:3]=4[C:11]4[C:20]5[C:15]([CH:14]=[CH:13][C:12]=4[O:21]2)=[CH:16][CH:17]=[CH:18][CH:19]=5)=[CH:28][CH:29]=[CH:30][CH:31]=3)[CH:35]=[CH:36][CH:37]=1. The catalyst class is: 1. (8) Reactant: C(N(CC)CC)C.Cl.[NH2:9][CH:10]([C:20]1[C:24](=[O:25])[CH2:23][CH2:22][C:21]=1[NH:26][C:27]1[CH:32]=[CH:31][CH:30]=[C:29]([C:33]([F:36])([F:35])[F:34])[CH:28]=1)[C:11]1[CH:18]=[CH:17][C:14]([C:15]#[N:16])=[CH:13][C:12]=1[Cl:19].[C:37](N1C=CN=C1)(N1C=CN=C1)=[O:38].O. Product: [Cl:19][C:12]1[CH:13]=[C:14]([CH:17]=[CH:18][C:11]=1[CH:10]1[NH:9][C:37](=[O:38])[N:26]([C:27]2[CH:32]=[CH:31][CH:30]=[C:29]([C:33]([F:36])([F:34])[F:35])[CH:28]=2)[C:21]2[CH2:22][CH2:23][C:24](=[O:25])[C:20]1=2)[C:15]#[N:16]. The catalyst class is: 245. (9) Reactant: C(OC([N:8]1[CH2:12][CH2:11][CH2:10][CH:9]1[C:13]1[CH:17]=[C:16]([C:18]2[CH:23]=[CH:22][CH:21]=[C:20]([C:24]#[N:25])[CH:19]=2)[O:15][N:14]=1)=O)(C)(C)C.C(O)(C(F)(F)F)=O. Product: [NH:8]1[CH2:12][CH2:11][CH2:10][CH:9]1[C:13]1[CH:17]=[C:16]([C:18]2[CH:19]=[C:20]([CH:21]=[CH:22][CH:23]=2)[C:24]#[N:25])[O:15][N:14]=1. The catalyst class is: 2. (10) Reactant: [Cl:1][C:2]1[CH:11]=[C:10]2[C:5]([C:6]([N:12]3[CH2:17][CH2:16][NH:15][CH2:14][CH2:13]3)=[CH:7][CH:8]=[N:9]2)=[CH:4][CH:3]=1.[F:18][C:19]1[CH:24]=[CH:23][C:22]([N:25]=[C:26]=[S:27])=[CH:21][CH:20]=1.CCCCCC.CCOC(C)=O. Product: [Cl:1][C:2]1[CH:11]=[C:10]2[C:5]([C:6]([N:12]3[CH2:17][CH2:16][N:15]([C:26]([NH:25][C:22]4[CH:23]=[CH:24][C:19]([F:18])=[CH:20][CH:21]=4)=[S:27])[CH2:14][CH2:13]3)=[CH:7][CH:8]=[N:9]2)=[CH:4][CH:3]=1. The catalyst class is: 1.